From a dataset of Forward reaction prediction with 1.9M reactions from USPTO patents (1976-2016). Predict the product of the given reaction. (1) Given the reactants [NH:1]1[CH2:4][CH:3]([C:5]2[N:9]([CH:10]([CH3:12])[CH3:11])[N:8]=[C:7]([I:13])[CH:6]=2)[CH2:2]1.C=O.[C:16]([BH3-])#N.[Na+], predict the reaction product. The product is: [I:13][C:7]1[CH:6]=[C:5]([CH:3]2[CH2:2][N:1]([CH3:16])[CH2:4]2)[N:9]([CH:10]([CH3:11])[CH3:12])[N:8]=1. (2) The product is: [Cl:5][C:6]1[N:7]=[CH:8][C:9]([CH2:12][C:13]([O:15][CH3:1])=[O:14])=[CH:10][CH:11]=1. Given the reactants [C:1](Cl)(=O)C.[Cl:5][C:6]1[CH:11]=[CH:10][C:9]([CH2:12][C:13]([OH:15])=[O:14])=[CH:8][N:7]=1, predict the reaction product. (3) Given the reactants [F:1][C:2]1[C:3]([CH3:12])=[C:4]([C:10]#[N:11])[C:5](=[O:9])[NH:6][C:7]=1[CH3:8].CC([O-])=O.[Na+], predict the reaction product. The product is: [NH2:11][CH2:10][C:4]1[C:5](=[O:9])[NH:6][C:7]([CH3:8])=[C:2]([F:1])[C:3]=1[CH3:12]. (4) Given the reactants [CH3:1][S:2]([O:5]S(C)(=O)=O)(=O)=[O:3].[NH2:10][CH2:11][CH2:12][O:13][C:14]1[CH:23]=[CH:22][C:21]2[N:20]=[C:19]([NH2:24])[C:18]3[N:25]=[C:26]([CH2:31][O:32][CH2:33][CH3:34])[N:27]([CH2:28][CH2:29][CH3:30])[C:17]=3[C:16]=2[CH:15]=1.[OH-].[Na+], predict the reaction product. The product is: [NH2:24][C:19]1[C:18]2[N:25]=[C:26]([CH2:31][O:32][CH2:33][CH3:34])[N:27]([CH2:28][CH2:29][CH3:30])[C:17]=2[C:16]2[CH:15]=[C:14]([O:13][CH2:12][CH2:11][NH:10][S:2]([CH3:1])(=[O:5])=[O:3])[CH:23]=[CH:22][C:21]=2[N:20]=1. (5) Given the reactants [Cl-].[Li+].[Br:3][C:4]1[CH:5]=[C:6]2[C:10](=[CH:11][CH:12]=1)[CH2:9][C:8](C(OCC)=O)([C:13]([O:15][CH2:16][CH3:17])=[O:14])[CH2:7]2.CS(C)=O, predict the reaction product. The product is: [Br:3][C:4]1[CH:5]=[C:6]2[C:10](=[CH:11][CH:12]=1)[CH2:9][CH:8]([C:13]([O:15][CH2:16][CH3:17])=[O:14])[CH2:7]2. (6) The product is: [C:1]([CH:3]([CH2:9][CH:10]([CH3:12])[CH3:11])[CH2:4][C:5]([O:7][CH3:8])=[O:6])#[N:2]. Given the reactants [C:1]([C:3](=[CH:9][CH:10]([CH3:12])[CH3:11])[CH2:4][C:5]([O:7][CH3:8])=[O:6])#[N:2].[H][H], predict the reaction product. (7) Given the reactants [C:1]([NH2:5])(=[O:4])[CH:2]=[CH2:3].C([C:10](=[CH2:14])[C:11]([NH2:13])=[O:12])CCC.[CH:15]([C:17]1C=CC=C[C:18]=1C=C)=[CH2:16].O, predict the reaction product. The product is: [C:1]([NH2:5])(=[O:4])[CH:2]=[CH2:3].[CH2:16]([NH:13][C:11](=[O:12])[CH:10]=[CH2:14])[CH2:15][CH2:17][CH3:18]. (8) The product is: [C:62]([O:61][C:59]([N:53]1[CH:52]([CH2:51][N:37]2[C:38]([C:45]([O:47][CH2:48][CH3:49])=[O:46])=[C:39]([C:40]([O:42][CH2:43][CH3:44])=[O:41])[C:35]([I:34])=[N:36]2)[CH2:56][O:55][C:54]1([CH3:57])[CH3:58])=[O:60])([CH3:65])([CH3:63])[CH3:64]. Given the reactants C1(P(C2C=CC=CC=2)C2C=CC=CC=2)C=CC=CC=1.CC(OC(/N=N/C(OC(C)C)=O)=O)C.[I:34][C:35]1[C:39]([C:40]([O:42][CH2:43][CH3:44])=[O:41])=[C:38]([C:45]([O:47][CH2:48][CH3:49])=[O:46])[NH:37][N:36]=1.O[CH2:51][CH:52]1[CH2:56][O:55][C:54]([CH3:58])([CH3:57])[N:53]1[C:59]([O:61][C:62]([CH3:65])([CH3:64])[CH3:63])=[O:60], predict the reaction product.